The task is: Regression. Given a peptide amino acid sequence and an MHC pseudo amino acid sequence, predict their binding affinity value. This is MHC class II binding data.. This data is from Peptide-MHC class II binding affinity with 134,281 pairs from IEDB. (1) The peptide sequence is DKWLDAKSTWYGKPT. The MHC is HLA-DQA10501-DQB10201 with pseudo-sequence HLA-DQA10501-DQB10201. The binding affinity (normalized) is 0. (2) The peptide sequence is GPGEGAVQWMNRLIAFASRG. The MHC is DRB1_1101 with pseudo-sequence DRB1_1101. The binding affinity (normalized) is 0.586. (3) The peptide sequence is TWHYDDENPYKTWAYHG. The MHC is DRB1_0405 with pseudo-sequence DRB1_0405. The binding affinity (normalized) is 0.